Dataset: Full USPTO retrosynthesis dataset with 1.9M reactions from patents (1976-2016). Task: Predict the reactants needed to synthesize the given product. (1) Given the product [CH3:7][CH2:8][O:9][C:10]([CH3:11])=[O:20].[Cl-:1].[Na+:15].[OH2:4].[N:12]([CH2:2][S:3]([N:6]1[CH2:11][CH2:10][O:9][CH2:8][CH2:7]1)(=[O:5])=[O:4])=[N+:13]=[N-:14], predict the reactants needed to synthesize it. The reactants are: [Cl:1][CH2:2][S:3]([N:6]1[CH2:11][CH2:10][O:9][CH2:8][CH2:7]1)(=[O:5])=[O:4].[N-:12]=[N+:13]=[N-:14].[Na+:15].CN(C=[O:20])C. (2) The reactants are: Cl.Cl.[NH2:3][CH2:4]/[CH:5]=[CH:6]/[CH2:7][NH2:8].[C:9]([O:13][C:14](O[C:14]([O:13][C:9]([CH3:12])([CH3:11])[CH3:10])=[O:15])=[O:15])([CH3:12])([CH3:11])[CH3:10]. Given the product [C:9]([O:13][C:14](=[O:15])[NH:3][CH2:4][CH:5]=[CH:6][CH2:7][NH2:8])([CH3:12])([CH3:11])[CH3:10], predict the reactants needed to synthesize it. (3) Given the product [CH3:1][S:2]([O:4][CH:16]1[CH2:17][CH2:18][N:13]([C:11]([O:10][C:6]([CH3:9])([CH3:8])[CH3:7])=[O:12])[CH2:14][CH2:15]1)(=[O:30])=[O:3], predict the reactants needed to synthesize it. The reactants are: [CH3:1][S:2](Cl)(=[O:4])=[O:3].[C:6]([O:10][C:11]([N:13]1[CH2:18][CH2:17][CH:16](CO)[CH2:15][CH2:14]1)=[O:12])([CH3:9])([CH3:8])[CH3:7].C(N(CC)CC)C.C(OCC)(=[O:30])C. (4) Given the product [ClH:21].[ClH:21].[F:20][C:2]([F:1])([F:19])[CH2:3][NH:4][CH2:5][CH:6]1[CH2:11][CH2:10][NH:9][CH2:8][CH2:7]1, predict the reactants needed to synthesize it. The reactants are: [F:1][C:2]([F:20])([F:19])[CH2:3][NH:4][CH2:5][CH:6]1[CH2:11][CH2:10][N:9](C(OC(C)(C)C)=O)[CH2:8][CH2:7]1.[ClH:21].O1CCOCC1. (5) Given the product [CH3:16][S:17]([O:7][CH:4]1[O:3][C:2]([CH3:8])([CH3:1])[O:6][CH2:5]1)(=[O:19])=[O:18], predict the reactants needed to synthesize it. The reactants are: [CH3:1][C:2]1([CH3:8])[O:6][CH2:5][CH:4]([OH:7])[O:3]1.C(N(CC)CC)C.[CH3:16][S:17](Cl)(=[O:19])=[O:18].[Cl-].[NH4+].